Dataset: Full USPTO retrosynthesis dataset with 1.9M reactions from patents (1976-2016). Task: Predict the reactants needed to synthesize the given product. Given the product [OH:21][CH2:22][CH2:23][CH2:24][CH2:25][CH:26]=[N:2][NH:1][C:3]1[CH:4]=[CH:5][C:6]([CH2:9][S:10]([N:13]([CH3:15])[CH3:14])(=[O:11])=[O:12])=[CH:7][CH:8]=1, predict the reactants needed to synthesize it. The reactants are: [NH:1]([C:3]1[CH:8]=[CH:7][C:6]([CH2:9][S:10]([N:13]([CH3:15])[CH3:14])(=[O:12])=[O:11])=[CH:5][CH:4]=1)[NH2:2].C([O-])(=O)C.[Na+].[O:21]1[CH:26]=[CH:25][CH2:24][CH2:23][CH2:22]1.